Dataset: Forward reaction prediction with 1.9M reactions from USPTO patents (1976-2016). Task: Predict the product of the given reaction. (1) Given the reactants Cl.[F:2][C:3]1[C:11]([F:12])=[C:10]2[C:6]([C:7]([NH2:21])=[N:8][N:9]2COCC[Si](C)(C)C)=[CH:5][C:4]=1[C:22]1[CH:27]=[CH:26][CH:25]=[CH:24][CH:23]=1, predict the reaction product. The product is: [F:2][C:3]1[C:11]([F:12])=[C:10]2[C:6]([C:7]([NH2:21])=[N:8][NH:9]2)=[CH:5][C:4]=1[C:22]1[CH:27]=[CH:26][CH:25]=[CH:24][CH:23]=1. (2) Given the reactants [F:1][C:2]1[CH:11]=[CH:10][C:9]2[NH:8][CH:7]=[C:6]3[C:12](=[O:21])[N:13]([C:15]4[CH:20]=[CH:19][CH:18]=[CH:17][CH:16]=4)[N:14]=[C:5]3[C:4]=2[CH:3]=1.C(OC(C1C=NC2C(C=1[Cl:37])=CC(F)=C(Cl)C=2)=O)C, predict the reaction product. The product is: [Cl:37][C:11]1[C:2]([F:1])=[CH:3][C:4]2[C:5]3[C:6]([C:12](=[O:21])[N:13]([C:15]4[CH:20]=[CH:19][CH:18]=[CH:17][CH:16]=4)[N:14]=3)=[CH:7][NH:8][C:9]=2[CH:10]=1. (3) Given the reactants [CH3:1][C@:2]1([C:18]([O:20]C)=[O:19])[CH2:6][CH2:5][CH2:4][N:3]1[CH2:7][C:8]1[CH:13]=[CH:12][CH:11]=[C:10]([C:14]([F:17])([F:16])[F:15])[CH:9]=1.[Li+:22].[OH-], predict the reaction product. The product is: [CH3:1][C@:2]1([C:18]([O-:20])=[O:19])[CH2:6][CH2:5][CH2:4][N:3]1[CH2:7][C:8]1[CH:13]=[CH:12][CH:11]=[C:10]([C:14]([F:15])([F:17])[F:16])[CH:9]=1.[Li+:22]. (4) Given the reactants P(Cl)(Cl)(Cl)=O.[Cl:6][C:7]1[CH:12]=[N:11][CH:10]=[C:9]([N:13]2[CH2:18][CH2:17][CH2:16][CH2:15][CH:14]2[CH3:19])[N:8]=1.O.CN([CH:24]=[O:25])C, predict the reaction product. The product is: [Cl:6][C:7]1[C:12]([CH:24]=[O:25])=[N:11][CH:10]=[C:9]([N:13]2[CH2:18][CH2:17][CH2:16][CH2:15][CH:14]2[CH3:19])[N:8]=1. (5) Given the reactants [CH2:1]([O:8][C:9](=[O:23])[C:10]1[CH:15]=[CH:14][C:13]([C:16]([O:18][CH3:19])=[O:17])=[C:12]([N+:20]([O-])=O)[CH:11]=1)[C:2]1[CH:7]=[CH:6][CH:5]=[CH:4][CH:3]=1.[Cl-].[NH4+], predict the reaction product. The product is: [CH2:1]([O:8][C:9](=[O:23])[C:10]1[CH:15]=[CH:14][C:13]([C:16]([O:18][CH3:19])=[O:17])=[C:12]([NH2:20])[CH:11]=1)[C:2]1[CH:7]=[CH:6][CH:5]=[CH:4][CH:3]=1. (6) Given the reactants [F:1][CH:2]([F:23])[O:3][C:4]1[C:5]([OH:22])=[C:6]([C:12]2[CH:20]=[CH:19][CH:18]=[C:17]3[C:13]=2[CH2:14][CH2:15][C:16]3=[O:21])[CH:7]=[CH:8][C:9]=1[O:10][CH3:11].C(=O)([O-])[O-].[K+].[K+].Br[CH2:31][C:32]1([CH2:36][O:37][CH3:38])[CH2:35][O:34][CH2:33]1, predict the reaction product. The product is: [F:1][CH:2]([F:23])[O:3][C:4]1[C:5]([O:22][CH2:31][C:32]2([CH2:36][O:37][CH3:38])[CH2:35][O:34][CH2:33]2)=[C:6]([C:12]2[CH:20]=[CH:19][CH:18]=[C:17]3[C:13]=2[CH2:14][CH2:15][C:16]3=[O:21])[CH:7]=[CH:8][C:9]=1[O:10][CH3:11]. (7) Given the reactants [H-].[Na+].[OH:3][CH2:4][C:5]1[CH2:6][CH2:7][N:8]([C:11]([O:13][C:14]([CH3:17])([CH3:16])[CH3:15])=[O:12])[CH2:9][CH:10]=1.[CH2:18](Br)[C:19]1[CH:24]=[CH:23][CH:22]=[CH:21][CH:20]=1, predict the reaction product. The product is: [CH2:18]([O:3][CH2:4][C:5]1[CH2:10][CH2:9][N:8]([C:11]([O:13][C:14]([CH3:17])([CH3:16])[CH3:15])=[O:12])[CH2:7][CH:6]=1)[C:19]1[CH:24]=[CH:23][CH:22]=[CH:21][CH:20]=1. (8) Given the reactants Cl[C:2]1[N:7]=[C:6]([NH:8][C@@H:9]2[CH2:14][CH2:13][CH2:12][CH2:11][C@H:10]2[NH:15][C:16](=[O:21])[C:17]([F:20])([F:19])[F:18])[C:5]([Cl:22])=[CH:4][N:3]=1.[CH2:23]([N:25]1[CH2:31][CH2:30][C:29]2[CH:32]=[C:33]([NH2:36])[CH:34]=[CH:35][C:28]=2[CH2:27][CH2:26]1)[CH3:24].Cl.C(=O)([O-])[O-], predict the reaction product. The product is: [Cl:22][C:5]1[C:6]([NH:8][C@@H:9]2[CH2:14][CH2:13][CH2:12][CH2:11][C@H:10]2[NH:15][C:16](=[O:21])[C:17]([F:20])([F:19])[F:18])=[N:7][C:2]([NH:36][C:33]2[CH:34]=[CH:35][C:28]3[CH2:27][CH2:26][N:25]([CH2:23][CH3:24])[CH2:31][CH2:30][C:29]=3[CH:32]=2)=[N:3][CH:4]=1.